Predict the reaction yield, written as a fraction of the theoretical maximum amount of product (1.0 means a 100% yield; for example, 0.34 means a 34% yield). From a dataset of Reaction yield outcomes from USPTO patents with 853,638 reactions. (1) The reactants are [NH:1]1[CH2:4][CH:3]([N:5]2[C:13]3[C:12]([O:14][C:15]4[CH:20]=[CH:19][C:18]([O:21][C:22]5[CH:27]=[CH:26][CH:25]=[CH:24][CH:23]=5)=[CH:17][CH:16]=4)=[N:11][CH:10]=[N:9][C:8]=3[CH:7]=[CH:6]2)[CH2:2]1.[C:28](O)(=[O:32])[C:29]([CH3:31])=[CH2:30].C(P1(=O)OP(=O)(CCC)OP(=O)(CCC)O1)CC.C(N(CC)C(C)C)(C)C. The catalyst is C(Cl)Cl. The product is [CH3:31][C:29](=[CH2:30])[C:28]([N:1]1[CH2:2][CH:3]([N:5]2[C:13]3[C:12]([O:14][C:15]4[CH:16]=[CH:17][C:18]([O:21][C:22]5[CH:27]=[CH:26][CH:25]=[CH:24][CH:23]=5)=[CH:19][CH:20]=4)=[N:11][CH:10]=[N:9][C:8]=3[CH:7]=[CH:6]2)[CH2:4]1)=[O:32]. The yield is 0.260. (2) The reactants are [CH3:1][N:2]1[CH2:7][CH2:6][N:5]([C:8]([O:10][C@@H:11]2[N:20]([C:21]3[CH:22]=[CH:23][C:24]([Cl:27])=[CH:25][N:26]=3)[C:18](=[O:19])[C:13]3[N:14]=[CH:15][CH:16]=[N:17][C:12]2=3)=[O:9])[CH2:4][CH2:3]1.[C:28]([OH:38])(=[O:37])[C@@H:29]([C:31]1[CH:36]=[CH:35][CH:34]=[CH:33][CH:32]=1)[OH:30]. The catalyst is O1CCCC1. The product is [CH3:1][N:2]1[CH2:7][CH2:6][N:5]([C:8]([O:10][C@@H:11]2[N:20]([C:21]3[CH:22]=[CH:23][C:24]([Cl:27])=[CH:25][N:26]=3)[C:18](=[O:19])[C:13]3[N:14]=[CH:15][CH:16]=[N:17][C:12]2=3)=[O:9])[CH2:4][CH2:3]1.[C:28]([O-:38])(=[O:37])[C@@H:29]([C:31]1[CH:36]=[CH:35][CH:34]=[CH:33][CH:32]=1)[OH:30]. The yield is 0.630. (3) The reactants are [Cl:1][C:2]1[N:11]=[CH:10][C:9]2[NH:8][CH2:7][C@@H:6]3[CH2:12][O:13][CH2:14][CH2:15][N:5]3[C:4]=2[N:3]=1.CC(C)([O-])C.[Na+].Cl[CH2:23][C:24]1[O:25][C:26]([CH2:29][CH3:30])=[N:27][N:28]=1. The catalyst is CS(C)=O.CCOC(C)=O. The product is [Cl:1][C:2]1[N:11]=[CH:10][C:9]2[N:8]([CH2:23][C:24]3[O:25][C:26]([CH2:29][CH3:30])=[N:27][N:28]=3)[CH2:7][C@@H:6]3[CH2:12][O:13][CH2:14][CH2:15][N:5]3[C:4]=2[N:3]=1. The yield is 0.560.